Dataset: Forward reaction prediction with 1.9M reactions from USPTO patents (1976-2016). Task: Predict the product of the given reaction. (1) Given the reactants [C:1]1(=[O:7])[NH:6][CH2:5][CH2:4][CH2:3][CH2:2]1.C1COCC1.[H-].[Na+].[Cl:15][C:16]1[CH:17]=[C:18]([CH:21]=[CH:22][C:23]=1[F:24])[CH2:19]Br, predict the reaction product. The product is: [Cl:15][C:16]1[CH:17]=[C:18]([CH:21]=[CH:22][C:23]=1[F:24])[CH2:19][N:6]1[CH2:5][CH2:4][CH2:3][CH2:2][C:1]1=[O:7]. (2) Given the reactants [CH:1]([CH:3]=[CH2:4])=[O:2].[C:5]1([OH:11])[CH:10]=[CH:9]C=CC=1.[OH:12]CC(C)=O.C(O)C=C, predict the reaction product. The product is: [CH:1]([CH:3]=[CH2:4])=[O:2].[C:5]([OH:11])(=[O:12])[CH:10]=[CH2:9]. (3) Given the reactants [NH2:1][C:2]1[N:3]=[N:4][C:5]([Cl:10])=[C:6]([CH3:9])[C:7]=1[CH3:8].Br[CH2:12][C:13]([C:15]1[CH:20]=[CH:19][C:18]([F:21])=[CH:17][CH:16]=1)=O, predict the reaction product. The product is: [Cl:10][C:5]1[C:6]([CH3:9])=[C:7]([CH3:8])[C:2]2[N:3]([CH:12]=[C:13]([C:15]3[CH:20]=[CH:19][C:18]([F:21])=[CH:17][CH:16]=3)[N:1]=2)[N:4]=1. (4) Given the reactants [F:1][C@@H:2]1[CH2:7][CH2:6][N:5]([C:8]([O:10][C:11]([CH3:14])([CH3:13])[CH3:12])=[O:9])[CH2:4][C@H:3]1OS(C1C=CC(C)=CC=1)(=O)=O.[N-:26]=[N+:27]=[N-:28].[Na+].CCOCC, predict the reaction product. The product is: [N:26]([C@H:3]1[C@@H:2]([F:1])[CH2:7][CH2:6][N:5]([C:8]([O:10][C:11]([CH3:14])([CH3:13])[CH3:12])=[O:9])[CH2:4]1)=[N+:27]=[N-:28]. (5) Given the reactants CN([C:4]([O:8]N1N=NC2C=CC=CC1=2)=[N+](C)C)C.[B-](F)(F)(F)F.[CH2:23](N(CC)CC)C.[OH:30][CH2:31][C:32]([N:34]([CH3:36])[CH3:35])=[O:33].[O:37]=[C:38]1[N:44]([CH:45]2[CH2:50][CH2:49][N:48]([C:51]([O:53][C@H:54]([CH2:73][C:74]3[CH:79]=[C:78]([C:80]([F:83])([F:82])[F:81])[C:77]([NH2:84])=[C:76]([Cl:85])[CH:75]=3)[C:55]([N:57]3[CH2:62][CH2:61][CH:60]([N:63]4[CH2:68][CH2:67][N:66](CC(O)=O)[CH2:65][CH2:64]4)[CH2:59][CH2:58]3)=[O:56])=[O:52])[CH2:47][CH2:46]2)[CH2:43][CH2:42][C:41]2[CH:86]=[CH:87][CH:88]=[CH:89][C:40]=2[NH:39]1, predict the reaction product. The product is: [O:37]=[C:38]1[N:44]([CH:45]2[CH2:46][CH2:47][N:48]([C:51]([O:53][C@H:54]([CH2:73][C:74]3[CH:79]=[C:78]([C:80]([F:82])([F:81])[F:83])[C:77]([NH2:84])=[C:76]([Cl:85])[CH:75]=3)[C:55]([N:57]3[CH2:58][CH2:59][CH:60]([N:63]4[CH2:64][CH2:65][N:66]([C:4]([O:30][CH2:31][C:32](=[O:33])[N:34]([CH3:36])[CH3:35])=[O:8])[CH2:67][CH:68]4[CH3:23])[CH2:61][CH2:62]3)=[O:56])=[O:52])[CH2:49][CH2:50]2)[CH2:43][CH2:42][C:41]2[CH:86]=[CH:87][CH:88]=[CH:89][C:40]=2[NH:39]1. (6) Given the reactants [NH2:1][C:2]1[C:3]([C:16]2[O:20][C:19]([C@@:21]([OH:27])([CH3:26])[C:22]([F:25])([F:24])[F:23])=[N:18][N:17]=2)=[N:4][C:5]([O:14][CH3:15])=[C:6]([C:10]([F:13])([F:12])[F:11])[C:7]=1[CH:8]=[CH2:9].[CH3:28][C:29]1(C)[C:33](C)([CH3:34])OB(C2C=CC=CC=2)O1, predict the reaction product. The product is: [NH2:1][C:2]1[C:3]([C:16]2[O:20][C:19]([C@@:21]([OH:27])([CH3:26])[C:22]([F:25])([F:24])[F:23])=[N:18][N:17]=2)=[N:4][C:5]([O:14][CH3:15])=[C:6]([C:10]([F:12])([F:13])[F:11])[C:7]=1[C:8]1[CH:34]=[CH:33][CH:29]=[CH:28][CH:9]=1.